This data is from Catalyst prediction with 721,799 reactions and 888 catalyst types from USPTO. The task is: Predict which catalyst facilitates the given reaction. (1) Reactant: [CH3:1][C:2]1[CH:10]=[C:9]2[C:5]([CH:6]=[N:7][NH:8]2)=[CH:4][C:3]=1[N+:11]([O-:13])=[O:12].ClC1[C:16](=[O:27])[C:17](C#N)=[C:18](C#N)[C:19](=O)[C:20]=1Cl.O1C=CCCC1. Product: [CH3:1][C:2]1[CH:10]=[C:9]2[C:5]([CH:6]=[N:7][N:8]2[CH:16]2[CH2:17][CH2:18][CH2:19][CH2:20][O:27]2)=[CH:4][C:3]=1[N+:11]([O-:13])=[O:12]. The catalyst class is: 10. (2) Reactant: [CH3:1][O:2][C:3]1[CH:26]=[CH:25][C:6]([C:7]([CH:9]2[CH2:14][CH2:13][N:12]([CH:15]3[CH2:19][CH2:18][N:17]([CH2:20][C:21](O)=[O:22])[C:16]3=[O:24])[CH2:11][CH2:10]2)=[O:8])=[CH:5][CH:4]=1.Br.[N:28]1[N:29]=[C:30]([NH2:36])[N:31]2[CH2:35][CH2:34][S:33][C:32]=12.C(N(C(C)C)CC)(C)C.CN(C(ON1N=NC2C=CC=NC1=2)=[N+](C)C)C.F[P-](F)(F)(F)(F)F. Product: [N:28]1[N:29]=[C:30]([NH:36][C:21](=[O:22])[CH2:20][N:17]2[CH2:18][CH2:19][CH:15]([N:12]3[CH2:13][CH2:14][CH:9]([C:7](=[O:8])[C:6]4[CH:25]=[CH:26][C:3]([O:2][CH3:1])=[CH:4][CH:5]=4)[CH2:10][CH2:11]3)[C:16]2=[O:24])[N:31]2[CH2:35][CH2:34][S:33][C:32]=12. The catalyst class is: 4. (3) Reactant: [H-].[Na+].[NH:3]1[CH:7]=[CH:6][CH:5]=[N:4]1.[F:8][C:9]1[CH:10]=[C:11]([C:16]2[CH2:20][CH:19]([CH2:21][N:22]3[CH:26]=[CH:25][N:24]=[N:23]3)[O:18][N:17]=2)[CH:12]=[CH:13][C:14]=1F. Product: [F:8][C:9]1[CH:10]=[C:11]([C:16]2[CH2:20][CH:19]([CH2:21][N:22]3[CH:26]=[CH:25][N:24]=[N:23]3)[O:18][N:17]=2)[CH:12]=[CH:13][C:14]=1[N:3]1[CH:7]=[CH:6][CH:5]=[N:4]1. The catalyst class is: 9. (4) Reactant: [OH:1][C:2]1[CH:3]=[C:4]2[O:32][CH2:31][O:30][C:5]2=[N:6][C:7]=1[C:8]1([CH2:28]O)[C:16]2[C:11](=[CH:12][CH:13]=[CH:14][CH:15]=2)[N:10]([CH2:17][C:18]2[O:19][C:20]([C:23]([F:26])([F:25])[F:24])=[CH:21][CH:22]=2)[C:9]1=[O:27].C1(P(C2C=CC=CC=2)C2C=CC=CC=2)C=CC=CC=1.N(C(OCC)=O)=NC(OCC)=O. Product: [F:24][C:23]([F:25])([F:26])[C:20]1[O:19][C:18]([CH2:17][N:10]2[C:11]3[C:16](=[CH:15][CH:14]=[CH:13][CH:12]=3)[C:8]3([C:7]4[N:6]=[C:5]5[O:30][CH2:31][O:32][C:4]5=[CH:3][C:2]=4[O:1][CH2:28]3)[C:9]2=[O:27])=[CH:22][CH:21]=1. The catalyst class is: 7. (5) The catalyst class is: 1. Product: [Cl:1][CH2:2][CH2:3][CH2:4][Si:5]([CH3:6])([CH2:11][C:10](=[CH2:9])[CH3:12])[CH2:9][C:10](=[CH2:12])[CH3:11]. Reactant: [Cl:1][CH2:2][CH2:3][CH2:4][SiH2:5][CH:6](Cl)Cl.[CH2:9]([Mg]Cl)[C:10](=[CH2:12])[CH3:11]. (6) Reactant: C([NH:8][C:9]1[C:10]([CH3:28])=[C:11]([CH3:27])[C:12]2[O:16][C:15]([CH3:18])([CH3:17])[CH:14]([C:19]3[CH:24]=[CH:23][C:22]([CH3:25])=[CH:21][CH:20]=3)[C:13]=2[CH:26]=1)C1C=CC=CC=1.Cl. Product: [CH3:17][C:15]1([CH3:18])[CH:14]([C:19]2[CH:20]=[CH:21][C:22]([CH3:25])=[CH:23][CH:24]=2)[C:13]2[CH:26]=[C:9]([NH2:8])[C:10]([CH3:28])=[C:11]([CH3:27])[C:12]=2[O:16]1. The catalyst class is: 178. (7) Reactant: [Mg].BrCC.[C:5]([O:10]CCBr)(=O)[C:6]([CH3:8])=C.[CH:14]12[CH2:23]C3CC([CH2:22][CH:16]([CH2:17]3)[C:15]1=O)[CH2:21]2.Cl.C(OCCC1(O)C2CC3CC(CC1C3)C2)(=O)C(C)=C. Product: [C:5]12([OH:10])[CH2:6][CH:8]3[CH2:17][CH:16]([CH2:15][CH:14]([CH2:23]3)[CH2:21]1)[CH2:22]2. The catalyst class is: 7. (8) Reactant: [CH:1]([C:3]1[O:7][C:6]([C:8]([OH:10])=[O:9])=[CH:5][CH:4]=1)=O.Cl.[NH2:12]O.C(OC(=O)C)(=O)C. Product: [C:1]([C:3]1[O:7][C:6]([C:8]([OH:10])=[O:9])=[CH:5][CH:4]=1)#[N:12]. The catalyst class is: 17. (9) Reactant: [CH3:1][N:2]([CH3:30])[C:3]([C:5]1[CH:6]=[C:7]([CH:21]=[C:22]([C:26]([F:29])([F:28])[F:27])[C:23]=1[O:24]C)[C:8]([N:10]1[C:14]2[CH:15]=[CH:16][CH:17]=[CH:18][C:13]=2[S:12](=[O:20])(=[O:19])[CH2:11]1)=[O:9])=[O:4].[Cl-].[Li+].Cl. Product: [CH3:1][N:2]([CH3:30])[C:3]([C:5]1[CH:6]=[C:7]([CH:21]=[C:22]([C:26]([F:29])([F:27])[F:28])[C:23]=1[OH:24])[C:8]([N:10]1[C:14]2[CH:15]=[CH:16][CH:17]=[CH:18][C:13]=2[S:12](=[O:20])(=[O:19])[CH2:11]1)=[O:9])=[O:4]. The catalyst class is: 9. (10) Reactant: [Cl:1][C:2]1[CH:3]=[N:4][N:5]([CH3:15])[C:6]=1[C:7]1[O:8][C:9]([C:12]([OH:14])=O)=[CH:10][N:11]=1.C1CN([P+](Br)(N2CCCC2)N2CCCC2)CC1.F[P-](F)(F)(F)(F)F.CCN(C(C)C)C(C)C.[NH2:49][C@@H:50]([CH2:63][C:64]1[CH:69]=[CH:68][CH:67]=[C:66]([F:70])[CH:65]=1)[CH2:51][N:52]1[C:60](=[O:61])[C:59]2[C:54](=[CH:55][CH:56]=[CH:57][CH:58]=2)[C:53]1=[O:62]. Product: [Cl:1][C:2]1[CH:3]=[N:4][N:5]([CH3:15])[C:6]=1[C:7]1[O:8][C:9]([C:12]([NH:49][C@@H:50]([CH2:63][C:64]2[CH:69]=[CH:68][CH:67]=[C:66]([F:70])[CH:65]=2)[CH2:51][N:52]2[C:60](=[O:61])[C:59]3[C:54](=[CH:55][CH:56]=[CH:57][CH:58]=3)[C:53]2=[O:62])=[O:14])=[CH:10][N:11]=1. The catalyst class is: 22.